From a dataset of Reaction yield outcomes from USPTO patents with 853,638 reactions. Predict the reaction yield, written as a fraction of the theoretical maximum amount of product (1.0 means a 100% yield; for example, 0.34 means a 34% yield). (1) The reactants are O/[CH:2]=[C:3](/[CH2:8][C:9]1[CH:10]=[N:11][C:12]([O:15][CH3:16])=[N:13][CH:14]=1)\[C:4]([O:6]C)=O.[NH2:17][C:18]([NH2:20])=[S:19]. The catalyst is C(O)(C)C. The product is [CH3:16][O:15][C:12]1[N:11]=[CH:10][C:9]([CH2:8][C:3]2[C:4](=[O:6])[NH:17][C:18](=[S:19])[NH:20][CH:2]=2)=[CH:14][N:13]=1. The yield is 0.398. (2) The reactants are [C:1]([C:3]1[C:4]([N:12]=[CH:13][N:14](C)C)=[N:5][C:6]([CH:9]([CH3:11])[CH3:10])=[CH:7][CH:8]=1)#[N:2].[CH3:17][O:18][C:19](=[O:35])[C:20]1[CH:25]=[CH:24][C:23]([S:26][C:27]2[CH:32]=[CH:31][C:30]([OH:33])=[CH:29][CH:28]=2)=[C:22](N)[CH:21]=1.CCOC(C)=O.C([O-])([O-])=O.[K+].[K+]. The catalyst is CC(O)=O.O. The product is [CH3:17][O:18][C:19](=[O:35])[C:20]1[CH:21]=[CH:22][C:23]([S:26][C:27]2[CH:32]=[CH:31][C:30]([OH:33])=[CH:29][CH:28]=2)=[C:24]([NH:2][C:1]2[C:3]3[CH:8]=[CH:7][C:6]([CH:9]([CH3:10])[CH3:11])=[N:5][C:4]=3[N:12]=[CH:13][N:14]=2)[CH:25]=1. The yield is 0.820. (3) The yield is 0.600. The reactants are [CH3:1][C:2]1[CH:3]=[C:4]([OH:17])[CH:5]=[CH:6][C:7]=1B1OC(C)(C)C(C)(C)O1.[CH3:18][O:19][C:20](=[O:32])[CH2:21][C:22]1[C:30]2[C:25](=[CH:26][CH:27]=[C:28](Br)[CH:29]=2)[NH:24][CH:23]=1.C(=O)([O-])[O-].[K+].[K+].Cl. The product is [CH3:18][O:19][C:20](=[O:32])[CH2:21][C:22]1[C:30]2[C:25](=[CH:26][CH:27]=[C:28]([C:7]3[CH:6]=[CH:5][C:4]([OH:17])=[CH:3][C:2]=3[CH3:1])[CH:29]=2)[NH:24][CH:23]=1. The catalyst is O.C1C=CC([P]([Pd]([P](C2C=CC=CC=2)(C2C=CC=CC=2)C2C=CC=CC=2)([P](C2C=CC=CC=2)(C2C=CC=CC=2)C2C=CC=CC=2)[P](C2C=CC=CC=2)(C2C=CC=CC=2)C2C=CC=CC=2)(C2C=CC=CC=2)C2C=CC=CC=2)=CC=1.C(O)C.CN(C=O)C. (4) The reactants are CS(O[CH2:6][C:7]1[CH:8]=[C:9]2[C:14](=[CH:15][CH:16]=1)[C:13](=[O:17])[N:12]([CH2:18][C:19](C)([CH3:21])[CH3:20])[C:11]([CH2:23][NH:24][C:25]([O:27][C:28]([CH3:31])([CH3:30])[CH3:29])=[O:26])=[C:10]2OCCCC)(=O)=O.[C:37]1(=[O:47])[NH:41][C:40](=[O:42])[C:39]2=[CH:43][CH:44]=[CH:45][CH:46]=[C:38]12.[K].O. The catalyst is CN(C)C=O. The product is [O:42]=[C:40]1[C:39]2[C:38](=[CH:46][CH:45]=[CH:44][CH:43]=2)[C:37](=[O:47])[N:41]1[CH2:6][C:7]1[CH:8]=[C:9]2[C:14](=[CH:15][CH:16]=1)[C:13](=[O:17])[N:12]([CH2:18][CH:19]([CH3:21])[CH3:20])[C:11]([CH2:23][NH:24][C:25](=[O:26])[O:27][C:28]([CH3:29])([CH3:31])[CH3:30])=[C:10]2[C:7]1[CH:8]=[CH:9][CH:14]=[CH:15][CH:16]=1. The yield is 0.840. (5) The reactants are [Cl:1][C:2]1[CH:3]=[C:4]2[C:12](=[C:13]([NH2:15])[CH:14]=1)[NH:11][C:10]1[CH:9]=[N:8][CH:7]=[CH:6][C:5]2=1.[CH3:16][N:17]1[C:21](=[O:22])[CH2:20][CH:19]([C:23](O)=[O:24])[C:18]1([CH3:27])[CH3:26].C([O-])(=O)C.[NH4+]. The yield is 0.680. No catalyst specified. The product is [Cl:1][C:2]1[CH:3]=[C:4]2[C:12](=[C:13]([NH:15][C:23]([CH:19]3[CH2:20][C:21](=[O:22])[N:17]([CH3:16])[C:18]3([CH3:27])[CH3:26])=[O:24])[CH:14]=1)[NH:11][C:10]1[CH:9]=[N:8][CH:7]=[CH:6][C:5]2=1. (6) The reactants are [CH3:1][C:2]([OH:6])([C:4]#[CH:5])[CH3:3].[Li]CCCC.CON(C)[C:15](=[O:24])[C:16]1[CH:21]=[CH:20][C:19]([O:22][CH3:23])=[CH:18][CH:17]=1. The catalyst is C1COCC1. The product is [OH:6][C:2]([CH3:3])([CH3:1])[C:4]#[C:5][C:15]([C:16]1[CH:21]=[CH:20][C:19]([O:22][CH3:23])=[CH:18][CH:17]=1)=[O:24]. The yield is 0.810.